Task: Predict the reaction yield, written as a fraction of the theoretical maximum amount of product (1.0 means a 100% yield; for example, 0.34 means a 34% yield).. Dataset: Reaction yield outcomes from USPTO patents with 853,638 reactions The catalyst is C1(C)C=CC=CC=1.[Cu]I. The product is [C:27]([C:2]1[N:6]2[N:7]=[C:8]([NH:11][CH2:12][C@@H:13]3[CH2:17][CH2:16][CH2:15][N:14]3[C:18]([O:20][CH:21]([CH3:23])[CH3:22])=[O:19])[CH:9]=[CH:10][C:5]2=[N:4][CH:3]=1)#[N:28]. The reactants are Br[C:2]1[N:6]2[N:7]=[C:8]([NH:11][CH2:12][C@@H:13]3[CH2:17][CH2:16][CH2:15][N:14]3[C:18]([O:20][CH:21]([CH3:23])[CH3:22])=[O:19])[CH:9]=[CH:10][C:5]2=[N:4][CH:3]=1.[C-]#N.[Na+].[CH3:27][NH:28]CCNC. The yield is 0.250.